From a dataset of Peptide-MHC class I binding affinity with 185,985 pairs from IEDB/IMGT. Regression. Given a peptide amino acid sequence and an MHC pseudo amino acid sequence, predict their binding affinity value. This is MHC class I binding data. (1) The peptide sequence is GLHTDQSLY. The MHC is HLA-A29:02 with pseudo-sequence HLA-A29:02. The binding affinity (normalized) is 0.834. (2) The peptide sequence is RMILPMSRAFR. The MHC is HLA-C06:02 with pseudo-sequence HLA-C06:02. The binding affinity (normalized) is 0.0847.